From a dataset of Full USPTO retrosynthesis dataset with 1.9M reactions from patents (1976-2016). Predict the reactants needed to synthesize the given product. (1) Given the product [C:34]([C:32]1[CH:31]=[CH:30][C:29]([CH3:38])=[CH:28][CH:33]=1)([CH3:37])([CH3:36])[CH3:35], predict the reactants needed to synthesize it. The reactants are: BrN1C(=O)CCC1=O.C(OOC(=O)C1C=CC=CC=1)(=O)C1C=CC=CC=1.Br[C:28]1[CH:33]=[C:32]([C:34]([CH3:37])([CH3:36])[CH3:35])[CH:31]=[CH:30][C:29]=1[CH3:38].C(OC(=O)C(C)C(OCC)=O)C.[Na].C(OC(=O)C(C)C(OCC)=O)C.CC[O-].[Na+].BrC1C=C(C(C)(C)C)C=CC=1CBr.[OH-].[Na+]. (2) Given the product [F:34][C:35]([F:48])([F:49])[C:36]1[CH:37]=[C:38]([CH:41]=[C:42]([C:44]([F:47])([F:45])[F:46])[CH:43]=1)[CH2:39][NH:40][CH2:26][CH2:25][C@H:22]1[CH2:23][CH2:24][C@H:19]([CH2:18][NH:17][C:15](=[O:16])[C:14]2[CH:28]=[CH:29][C:11]([C:9]3[O:10][C:6]4[C:5]([CH:31]([CH3:32])[CH3:33])=[CH:4][C:3]([C:1]#[N:2])=[CH:30][C:7]=4[N:8]=3)=[CH:12][CH:13]=2)[CH2:20][CH2:21]1, predict the reactants needed to synthesize it. The reactants are: [C:1]([C:3]1[CH:4]=[C:5]([CH:31]([CH3:33])[CH3:32])[C:6]2[O:10][C:9]([C:11]3[CH:29]=[CH:28][C:14]([C:15]([NH:17][CH2:18][C@H:19]4[CH2:24][CH2:23][C@H:22]([CH2:25][CH:26]=O)[CH2:21][CH2:20]4)=[O:16])=[CH:13][CH:12]=3)=[N:8][C:7]=2[CH:30]=1)#[N:2].[F:34][C:35]([F:49])([F:48])[C:36]1[CH:37]=[C:38]([CH:41]=[C:42]([C:44]([F:47])([F:46])[F:45])[CH:43]=1)[CH2:39][NH2:40].C([BH3-])#N.[Na+]. (3) Given the product [CH:1]1([CH2:4][CH2:5][N:25]2[CH2:26][CH2:27][N:22]([C:17]3[CH:18]=[CH:19][CH:20]=[CH:21][C:16]=3[CH:10]3[CH2:11][C:12]([CH3:15])([CH3:14])[CH2:13][C:8]([CH3:28])([CH3:7])[CH2:9]3)[CH2:23][CH2:24]2)[CH2:3][CH2:2]1, predict the reactants needed to synthesize it. The reactants are: [CH:1]1([CH2:4][CH:5]=O)[CH2:3][CH2:2]1.[CH3:7][C:8]1([CH3:28])[CH2:13][C:12]([CH3:15])([CH3:14])[CH2:11][CH:10]([C:16]2[CH:21]=[CH:20][CH:19]=[CH:18][C:17]=2[N:22]2[CH2:27][CH2:26][NH:25][CH2:24][CH2:23]2)[CH2:9]1.C(O[BH-](OC(=O)C)OC(=O)C)(=O)C.[Na+].C(O)(=O)C.C(=O)([O-])O.[Na+]. (4) The reactants are: [CH3:1][C:2]1([C:15]2[CH:20]=[CH:19][CH:18]=[CH:17][CH:16]=2)[C:6](=[O:7])[CH:5]=[C:4](/[CH:8]=[CH:9]/[C:10]2[CH:14]=[CH:13][S:12][CH:11]=2)[O:3]1.[CH2:21]([SH:24])[CH2:22][SH:23]. Given the product [SH:23][CH2:22][CH2:21][S:24][CH:9]([C:10]1[CH:14]=[CH:13][S:12][CH:11]=1)[CH2:8][C:4]1[O:3][C:2]([CH3:1])([C:15]2[CH:20]=[CH:19][CH:18]=[CH:17][CH:16]=2)[C:6](=[O:7])[CH:5]=1, predict the reactants needed to synthesize it. (5) Given the product [N:29]1[CH:30]=[CH:31][CH:32]=[CH:33][C:28]=1[CH2:27][N:8]([CH2:7][C:2]1[CH:3]=[CH:4][CH:5]=[CH:6][N:1]=1)[CH2:9][C:10]([NH:12][C@@H:13]1[C:19](=[O:20])[N:18]2[C@H:14]1[S:15][C:16]([CH3:25])([CH3:26])[C@@H:17]2[C:21]([OH:23])=[O:22])=[O:11], predict the reactants needed to synthesize it. The reactants are: [N:1]1[CH:6]=[CH:5][CH:4]=[CH:3][C:2]=1[CH2:7][N:8]([CH2:27][C:28]1[CH:33]=[CH:32][CH:31]=[CH:30][N:29]=1)[CH2:9][C:10]([NH:12][C@@H:13]1[C:19](=[O:20])[N:18]2[C@H:14]1[S:15][C:16]([CH3:26])([CH3:25])[C@@H:17]2[C:21]([O:23]C)=[O:22])=[O:11].O.[OH-].[Li+].Cl. (6) Given the product [Br:1][C:2]1[C:3]([CH2:8][O:9][C:16]2[CH:15]=[C:14]([Cl:17])[CH:13]=[CH:12][C:11]=2[I:10])=[N:4][CH:5]=[CH:6][CH:7]=1, predict the reactants needed to synthesize it. The reactants are: [Br:1][C:2]1[C:3]([CH2:8][OH:9])=[N:4][CH:5]=[CH:6][CH:7]=1.[I:10][C:11]1[CH:16]=[CH:15][C:14]([Cl:17])=[CH:13][C:12]=1O.C(P(CCCC)CCCC)CCC.N(C(N1CCCCC1)=O)=NC(N1CCCCC1)=O.